The task is: Binary Classification. Given a T-cell receptor sequence (or CDR3 region) and an epitope sequence, predict whether binding occurs between them.. This data is from TCR-epitope binding with 47,182 pairs between 192 epitopes and 23,139 TCRs. The TCR CDR3 sequence is CASSQEHRSNTEAFF. The epitope is YFPLQSYGF. Result: 0 (the TCR does not bind to the epitope).